Dataset: Reaction yield outcomes from USPTO patents with 853,638 reactions. Task: Predict the reaction yield, written as a fraction of the theoretical maximum amount of product (1.0 means a 100% yield; for example, 0.34 means a 34% yield). (1) The reactants are [NH2:1][C:2]1[C:7]([N+:8]([O-])=O)=[CH:6][C:5]([Br:11])=[CH:4][N:3]=1. The catalyst is CCO. The product is [Br:11][C:5]1[CH:6]=[C:7]([NH2:8])[C:2]([NH2:1])=[N:3][CH:4]=1. The yield is 0.980. (2) The reactants are [OH:1][CH2:2][CH2:3][O:4][CH2:5][CH2:6][NH:7][C:8](=[O:14])[O:9][C:10]([CH3:13])([CH3:12])[CH3:11].[F:15][C:16]1[C:21]([F:22])=[C:20](O)[CH:19]=[CH:18][C:17]=1[CH2:24][N:25]1[C:34](=[O:35])[C:33]([C:36]([NH:38][C:39]2[CH:44]=[CH:43][C:42]([C:45]([F:48])([F:47])[F:46])=[CH:41][C:40]=2[C:49]2[CH:54]=[C:53]([C:55]([F:58])([F:57])[F:56])[N:52]=[CH:51][N:50]=2)=[O:37])=[C:32]([OH:59])[C:27]2([CH2:31][CH2:30][CH2:29][CH2:28]2)[N:26]1[CH3:60].CN(C(/N=N/C(N(C)C)=O)=O)C.C(P(CCCC)CCCC)CCC. The catalyst is C1COCC1. The product is [F:22][C:21]1[C:16]([F:15])=[C:17]([CH2:24][N:25]2[C:34](=[O:35])[C:33]([C:36](=[O:37])[NH:38][C:39]3[CH:44]=[CH:43][C:42]([C:45]([F:46])([F:47])[F:48])=[CH:41][C:40]=3[C:49]3[CH:54]=[C:53]([C:55]([F:56])([F:57])[F:58])[N:52]=[CH:51][N:50]=3)=[C:32]([OH:59])[C:27]3([CH2:31][CH2:30][CH2:29][CH2:28]3)[N:26]2[CH3:60])[CH:18]=[CH:19][C:20]=1[O:1][CH2:2][CH2:3][O:4][CH2:5][CH2:6][NH:7][C:8](=[O:14])[O:9][C:10]([CH3:11])([CH3:13])[CH3:12]. The yield is 0.740. (3) The reactants are [NH2:1][C:2]1[S:3][C:4]([CH2:11][CH3:12])=[CH:5][C:6]=1[C:7]([O:9]C)=O.ClC(Cl)(O[C:17](=[O:23])[O:18]C(Cl)(Cl)Cl)Cl.[NH2:25][C:26]1[CH:33]=[CH:32][C:29]([C:30]#[N:31])=[CH:28]C=1.Br[CH2:35][C:36]1[CH:41]=[CH:40][C:39]([C:42]2[CH:47]=[CH:46][CH:45]=[CH:44][C:43]=2[C:48]2[N:52]=C(C(Cl)(Cl)Cl)O[N:49]=2)=[CH:38][CH:37]=1.[C:57](=[O:60])([O-])[O-].[K+].[K+].C(#[N:65])C. The yield is 0.0600. The product is [CH2:11]([C:4]1[S:3][C:2]2[N:1]([CH2:35][C:36]3[CH:37]=[CH:38][C:39]([C:42]4[CH:47]=[CH:46][CH:45]=[CH:44][C:43]=4[C:48]4[NH:49][C:17](=[O:23])[O:18][N:52]=4)=[CH:40][CH:41]=3)[C:57](=[O:60])[N:65]([C:26]3[CH:33]=[CH:32][C:29]([C:30]#[N:31])=[CH:28][N:25]=3)[C:7](=[O:9])[C:6]=2[CH:5]=1)[CH3:12]. The catalyst is C(Cl)Cl.C(N(CC)CC)C. (4) The reactants are Cl[CH2:2][C:3]1[NH:7][C:6]2[CH:8]=[CH:9][CH:10]=[CH:11][C:5]=2[N:4]=1.C(=O)([O-])[O-].[Cs+].[Cs+].[CH3:18][N:19]([CH3:22])[CH:20]=O. The catalyst is C(OCC)(=O)C. The product is [CH3:8][C@H:6]1[CH2:20][N:19]([C:22]2[CH:9]=[CH:10][CH:11]=[CH:5][N:4]=2)[CH2:18][CH2:3][N:7]1[CH2:2][C:3]1[NH:7][C:6]2[CH:8]=[CH:9][CH:10]=[CH:11][C:5]=2[N:4]=1. The yield is 0.460. (5) The reactants are [ClH:1].[CH2:2]([O:9][NH:10][C@H:11]1[CH2:16][N:15](C(=O)C(F)(F)F)[C@H:14]([C:23]([O:25][CH3:26])=[O:24])[CH2:13][CH2:12]1)[C:3]1[CH:8]=[CH:7][CH:6]=[CH:5][CH:4]=1. The catalyst is Cl.CO. The product is [ClH:1].[ClH:1].[CH2:2]([O:9][NH:10][C@H:11]1[CH2:16][NH:15][C@H:14]([C:23]([O:25][CH3:26])=[O:24])[CH2:13][CH2:12]1)[C:3]1[CH:4]=[CH:5][CH:6]=[CH:7][CH:8]=1. The yield is 0.920. (6) The reactants are [Br:1][CH2:2][CH2:3][CH2:4][CH2:5][C:6]([CH3:16])([C:9]1C=CC(C)=CC=1)[CH2:7][OH:8].BrCCCCC(C)(C)C(OCC)=O.[Li+].[BH4-].CO. The catalyst is C(Cl)Cl. The product is [Br:1][CH2:2][CH2:3][CH2:4][CH2:5][C:6]([CH3:16])([CH3:9])[CH2:7][OH:8]. The yield is 0.990.